From a dataset of Full USPTO retrosynthesis dataset with 1.9M reactions from patents (1976-2016). Predict the reactants needed to synthesize the given product. Given the product [Cl:26][C:20]1[C:21]([F:25])=[CH:22][CH:23]=[CH:24][C:19]=1[CH2:18][NH:17][C:15](=[O:16])[N:14]([C@@H:10]([CH2:11][CH:12]=[CH2:13])[CH2:9][OH:8])[CH3:27], predict the reactants needed to synthesize it. The reactants are: [Si]([O:8][CH2:9][C@@H:10]([N:14]([CH3:27])[C:15]([NH:17][CH2:18][C:19]1[CH:24]=[CH:23][CH:22]=[C:21]([F:25])[C:20]=1[Cl:26])=[O:16])[CH2:11][CH:12]=[CH2:13])(C(C)(C)C)(C)C.Cl.